Dataset: Reaction yield outcomes from USPTO patents with 853,638 reactions. Task: Predict the reaction yield, written as a fraction of the theoretical maximum amount of product (1.0 means a 100% yield; for example, 0.34 means a 34% yield). (1) The reactants are [CH3:1][C:2]1[C:3]([Sn](CCCC)(CCCC)CCCC)=[N:4][CH:5]=[CH:6][CH:7]=1.[C:21]([O:25][C:26](=[O:45])[N:27]([CH2:29][C:30]1[CH:34]=[C:33](Br)[N:32]([S:36]([C:39]2[CH:40]=[N:41][CH:42]=[CH:43][CH:44]=2)(=[O:38])=[O:37])[CH:31]=1)[CH3:28])([CH3:24])([CH3:23])[CH3:22]. The catalyst is C1(C)C=CC=CC=1.C1C=CC([P]([Pd]([P](C2C=CC=CC=2)(C2C=CC=CC=2)C2C=CC=CC=2)([P](C2C=CC=CC=2)(C2C=CC=CC=2)C2C=CC=CC=2)[P](C2C=CC=CC=2)(C2C=CC=CC=2)C2C=CC=CC=2)(C2C=CC=CC=2)C2C=CC=CC=2)=CC=1. The product is [CH3:28][N:27]([CH2:29][C:30]1[CH:34]=[C:33]([C:3]2[C:2]([CH3:1])=[CH:7][CH:6]=[CH:5][N:4]=2)[N:32]([S:36]([C:39]2[CH:40]=[N:41][CH:42]=[CH:43][CH:44]=2)(=[O:38])=[O:37])[CH:31]=1)[C:26](=[O:45])[O:25][C:21]([CH3:24])([CH3:22])[CH3:23]. The yield is 0.220. (2) The reactants are [OH:1][CH2:2][C@H:3]1[CH2:8][CH2:7][C@H:6]([CH2:9][N:10]([CH3:24])[S:11]([C:14]2[CH:19]=[CH:18][C:17]([C:20]([F:23])([F:22])[F:21])=[CH:16][CH:15]=2)(=[O:13])=[O:12])[CH2:5][CH2:4]1.ClCCl.[Br:28][CH2:29]/[CH:30]=[CH:31]/[CH2:32]Br.[OH-].[Na+]. The catalyst is S([O-])(O)(=O)=O.C([N+](CCCC)(CCCC)CCCC)CCC.O. The product is [Br:28][CH2:29]/[CH:30]=[CH:31]/[CH2:32][O:1][CH2:2][C@H:3]1[CH2:8][CH2:7][C@H:6]([CH2:9][N:10]([CH3:24])[S:11]([C:14]2[CH:19]=[CH:18][C:17]([C:20]([F:23])([F:21])[F:22])=[CH:16][CH:15]=2)(=[O:13])=[O:12])[CH2:5][CH2:4]1. The yield is 0.696. (3) The reactants are [Cl:1][C:2]1[N:3]([C@@H:18]2[O:32][C@H:31]([CH2:33][O:34]C(C3C(C)=CC=CC=3)=O)[C@@H:20]([O:21]C(C3C(C)=CC=CC=3)=O)[CH2:19]2)[C:4]2[C:9]([C:10]=1[C:11]1[O:12][CH:13]=[CH:14][CH:15]=1)=[CH:8][C:7]([Cl:16])=[C:6]([Cl:17])[CH:5]=2.C[O-].[Na+].CO.C(Cl)(Cl)Cl. The catalyst is CO.C(Cl)(Cl)Cl. The product is [Cl:1][C:2]1[N:3]([C@@H:18]2[O:32][C@H:31]([CH2:33][OH:34])[C@@H:20]([OH:21])[CH2:19]2)[C:4]2[C:9]([C:10]=1[C:11]1[O:12][CH:13]=[CH:14][CH:15]=1)=[CH:8][C:7]([Cl:16])=[C:6]([Cl:17])[CH:5]=2. The yield is 0.750.